This data is from Forward reaction prediction with 1.9M reactions from USPTO patents (1976-2016). The task is: Predict the product of the given reaction. Given the reactants C1(P(C2C=CC=CC=2)C2C=CC=CC=2)C=CC=CC=1.[I:20]I.N1C=CN=C1.[CH3:27][O:28][C:29](=[O:37])[CH2:30][O:31][CH2:32][C:33]#[C:34][CH2:35]O, predict the reaction product. The product is: [CH3:27][O:28][C:29](=[O:37])[CH2:30][O:31][CH2:32][C:33]#[C:34][CH2:35][I:20].